This data is from Full USPTO retrosynthesis dataset with 1.9M reactions from patents (1976-2016). The task is: Predict the reactants needed to synthesize the given product. Given the product [CH3:21][O:22][C:23]1[CH:24]=[C:25]([C:29]2[O:30][C:31]([CH3:36])=[C:32]([CH2:34][O:1][CH:2]3[CH2:7][CH2:6][CH2:5][CH:4]([O:8][CH2:9][C:10]4[CH:19]=[CH:18][CH:17]=[C:16]([CH3:20])[C:11]=4[C:12]([OH:14])=[O:13])[CH2:3]3)[N:33]=2)[CH:26]=[CH:27][CH:28]=1, predict the reactants needed to synthesize it. The reactants are: [OH:1][CH:2]1[CH2:7][CH2:6][CH2:5][CH:4]([O:8][CH2:9][C:10]2[CH:19]=[CH:18][CH:17]=[C:16]([CH3:20])[C:11]=2[C:12]([O:14]C)=[O:13])[CH2:3]1.[CH3:21][O:22][C:23]1[CH:24]=[C:25]([C:29]2[O:30][C:31]([CH3:36])=[C:32]([CH2:34]I)[N:33]=2)[CH:26]=[CH:27][CH:28]=1.